From a dataset of Catalyst prediction with 721,799 reactions and 888 catalyst types from USPTO. Predict which catalyst facilitates the given reaction. Reactant: [F:1][C:2]1[CH:7]=[CH:6][C:5]([F:8])=[CH:4][C:3]=1[CH:9]=[CH:10][C:11]([NH:13][C@H:14]([C:26]([O:28]C)=[O:27])[CH2:15][C:16]1[C:24]2[C:19](=[CH:20][CH:21]=[CH:22][CH:23]=2)[N:18]([CH3:25])[CH:17]=1)=[O:12].[OH-].[Na+]. Product: [F:1][C:2]1[CH:7]=[CH:6][C:5]([F:8])=[CH:4][C:3]=1[CH:9]=[CH:10][C:11]([NH:13][C@H:14]([C:26]([OH:28])=[O:27])[CH2:15][C:16]1[C:24]2[C:19](=[CH:20][CH:21]=[CH:22][CH:23]=2)[N:18]([CH3:25])[CH:17]=1)=[O:12]. The catalyst class is: 5.